This data is from Catalyst prediction with 721,799 reactions and 888 catalyst types from USPTO. The task is: Predict which catalyst facilitates the given reaction. (1) Reactant: C([O:4][CH2:5][C:6]1[CH:11]=[CH:10][C:9]([F:12])=[C:8]([Br:13])[N:7]=1)(=O)C.C(=O)([O-])[O-].[K+].[K+]. Product: [Br:13][C:8]1[N:7]=[C:6]([CH2:5][OH:4])[CH:11]=[CH:10][C:9]=1[F:12]. The catalyst class is: 5. (2) Product: [NH2:2][CH2:1][C:3]1[CH:8]=[C:7]([CH2:9][C:10]([CH3:12])([CH3:13])[CH3:11])[CH:6]=[CH:5][C:4]=1[O:14][S:15]([C:18]([F:21])([F:19])[F:20])(=[O:17])=[O:16]. Reactant: [C:1]([C:3]1[CH:8]=[C:7]([CH2:9][C:10]([CH3:13])([CH3:12])[CH3:11])[CH:6]=[CH:5][C:4]=1[O:14][S:15]([C:18]([F:21])([F:20])[F:19])(=[O:17])=[O:16])#[N:2]. The catalyst class is: 1. (3) Reactant: [C:1]([N:9]1[CH2:13][CH2:12][C:11]([C:14]2[CH:19]=[CH:18][CH:17]=[CH:16][CH:15]=2)=[N:10]1)(=[O:8])[C:2]1[CH:7]=[CH:6][CH:5]=[N:4][CH:3]=1.C(O)C.[CH3:23][S:24]([OH:27])(=[O:26])=[O:25]. Product: [CH3:23][S:24]([OH:27])(=[O:26])=[O:25].[C:1]([N:9]1[CH2:13][CH2:12][C:11]([C:14]2[CH:19]=[CH:18][CH:17]=[CH:16][CH:15]=2)=[N:10]1)(=[O:8])[C:2]1[CH:7]=[CH:6][CH:5]=[N:4][CH:3]=1. The catalyst class is: 8.